The task is: Predict which catalyst facilitates the given reaction.. This data is from Catalyst prediction with 721,799 reactions and 888 catalyst types from USPTO. Reactant: [NH2:1][C:2]1[CH:11]=[CH:10][CH:9]=[CH:8][C:3]=1[C:4]([O:6][CH3:7])=O.[CH2:12]([Mg]Br)[CH3:13].[CH3:16][CH2:17]OCC.Cl.[OH-].[Na+].C(N1C=CN=C1)(N1C=CN=C1)=[O:25]. Product: [CH2:16]([C:4]1([CH2:12][CH3:13])[O:6][C:7](=[O:25])[NH:1][C:2]2[CH:11]=[CH:10][CH:9]=[CH:8][C:3]1=2)[CH3:17]. The catalyst class is: 56.